This data is from Reaction yield outcomes from USPTO patents with 853,638 reactions. The task is: Predict the reaction yield, written as a fraction of the theoretical maximum amount of product (1.0 means a 100% yield; for example, 0.34 means a 34% yield). (1) The reactants are [Br:1][C:2]1[CH:9]=[CH:8][CH:7]=[C:6]([Br:10])[C:3]=1[CH:4]=[O:5].[CH:11](O)([OH:14])[CH2:12][CH3:13].C(OC(OCC)OCC)C.[OH-].[Na+]. The catalyst is C(Cl)Cl.[Cl-].[Cl-].[Cl-].[Cl-].[Zr+4]. The product is [Br:1][C:2]1[CH:9]=[CH:8][CH:7]=[C:6]([Br:10])[C:3]=1[CH:4]1[O:14][CH2:11][CH2:12][CH2:13][O:5]1. The yield is 0.980. (2) The reactants are [Cl:1][C:2]1[C:7]([CH3:8])=[C:6]([S:9][CH:10]2[CH2:15][CH2:14][NH:13][CH2:12][CH2:11]2)[N:5]=[CH:4][N:3]=1.C(N(CC)CC)C.Cl[C:24]([O:26][CH:27]([CH3:29])[CH3:28])=[O:25]. The catalyst is CC#N. The product is [CH:27]([O:26][C:24]([N:13]1[CH2:14][CH2:15][CH:10]([S:9][C:6]2[C:7]([CH3:8])=[C:2]([Cl:1])[N:3]=[CH:4][N:5]=2)[CH2:11][CH2:12]1)=[O:25])([CH3:29])[CH3:28]. The yield is 0.850.